Predict the reactants needed to synthesize the given product. From a dataset of Full USPTO retrosynthesis dataset with 1.9M reactions from patents (1976-2016). (1) Given the product [CH:1]([C:4]1[CH:5]=[C:6]([CH:19]=[CH:20][C:21]=1[O:22][Si:23]([CH:30]([CH3:32])[CH3:31])([CH:27]([CH3:29])[CH3:28])[CH:24]([CH3:26])[CH3:25])[CH2:7][N:8]1[C:16]2[C:11](=[C:12]([NH:18][C:39](=[O:40])[CH2:38][C:37]3[NH:36][N:35]=[N:34][N:33]=3)[CH:13]=[CH:14][C:15]=2[CH3:17])[CH:10]=[CH:9]1)([CH3:3])[CH3:2], predict the reactants needed to synthesize it. The reactants are: [CH:1]([C:4]1[CH:5]=[C:6]([CH:19]=[CH:20][C:21]=1[O:22][Si:23]([CH:30]([CH3:32])[CH3:31])([CH:27]([CH3:29])[CH3:28])[CH:24]([CH3:26])[CH3:25])[CH2:7][N:8]1[C:16]2[C:11](=[C:12]([NH2:18])[CH:13]=[CH:14][C:15]=2[CH3:17])[CH:10]=[CH:9]1)([CH3:3])[CH3:2].[NH:33]1[C:37]([CH2:38][C:39](O)=[O:40])=[N:36][N:35]=[N:34]1.C(N=C=NCCCN(C)C)C. (2) Given the product [Cl:1][C:2]1[CH:7]=[C:6]([O:8][CH2:9][CH3:10])[CH:5]=[CH:4][C:3]=1[N:11]1[CH:15]=[CH:14][C:13]([NH:16][C:28](=[O:29])[CH2:27][C@H:25]2[CH2:24][CH2:23][N:22]3[C:18](=[O:17])[O:19][CH2:20][C@H:21]3[CH2:26]2)=[N:12]1, predict the reactants needed to synthesize it. The reactants are: [Cl:1][C:2]1[CH:7]=[C:6]([O:8][CH2:9][CH3:10])[CH:5]=[CH:4][C:3]=1[N:11]1[CH:15]=[CH:14][C:13]([NH2:16])=[N:12]1.[O:17]=[C:18]1[N:22]2[CH2:23][CH2:24][C@H:25]([CH2:27][C:28](O)=[O:29])[CH2:26][C@@H:21]2[CH2:20][O:19]1.